Dataset: Peptide-MHC class I binding affinity with 185,985 pairs from IEDB/IMGT. Task: Regression. Given a peptide amino acid sequence and an MHC pseudo amino acid sequence, predict their binding affinity value. This is MHC class I binding data. (1) The MHC is HLA-A32:01 with pseudo-sequence HLA-A32:01. The binding affinity (normalized) is 0.295. The peptide sequence is LEFFMMVLL. (2) The peptide sequence is RLAPEPVYT. The MHC is HLA-B18:01 with pseudo-sequence HLA-B18:01. The binding affinity (normalized) is 0.0847. (3) The peptide sequence is FQAGWEDPT. The MHC is HLA-A02:12 with pseudo-sequence HLA-A02:12. The binding affinity (normalized) is 0.538. (4) The peptide sequence is PYNSVTDTI. The MHC is HLA-A24:02 with pseudo-sequence HLA-A24:02. The binding affinity (normalized) is 0.818. (5) The peptide sequence is LPCVLWPVL. The MHC is HLA-B40:02 with pseudo-sequence HLA-B40:02. The binding affinity (normalized) is 0.183.